Task: Regression. Given two drug SMILES strings and cell line genomic features, predict the synergy score measuring deviation from expected non-interaction effect.. Dataset: NCI-60 drug combinations with 297,098 pairs across 59 cell lines (1) Drug 2: C(CC(=O)O)C(=O)CN.Cl. Cell line: TK-10. Synergy scores: CSS=1.29, Synergy_ZIP=-0.426, Synergy_Bliss=-1.06, Synergy_Loewe=-9.03, Synergy_HSA=-4.29. Drug 1: C1=CC(=CC=C1CC(C(=O)O)N)N(CCCl)CCCl.Cl. (2) Drug 1: CCCCC(=O)OCC(=O)C1(CC(C2=C(C1)C(=C3C(=C2O)C(=O)C4=C(C3=O)C=CC=C4OC)O)OC5CC(C(C(O5)C)O)NC(=O)C(F)(F)F)O. Drug 2: CN(C(=O)NC(C=O)C(C(C(CO)O)O)O)N=O. Cell line: HCC-2998. Synergy scores: CSS=41.5, Synergy_ZIP=5.78, Synergy_Bliss=8.93, Synergy_Loewe=-37.9, Synergy_HSA=4.54. (3) Drug 1: CC1=C2C(C(=O)C3(C(CC4C(C3C(C(C2(C)C)(CC1OC(=O)C(C(C5=CC=CC=C5)NC(=O)OC(C)(C)C)O)O)OC(=O)C6=CC=CC=C6)(CO4)OC(=O)C)OC)C)OC. Drug 2: CCCS(=O)(=O)NC1=C(C(=C(C=C1)F)C(=O)C2=CNC3=C2C=C(C=N3)C4=CC=C(C=C4)Cl)F. Cell line: HOP-62. Synergy scores: CSS=48.2, Synergy_ZIP=9.63, Synergy_Bliss=10.7, Synergy_Loewe=-18.9, Synergy_HSA=8.50. (4) Cell line: SNB-19. Synergy scores: CSS=14.3, Synergy_ZIP=-1.62, Synergy_Bliss=5.21, Synergy_Loewe=-5.81, Synergy_HSA=0.476. Drug 1: C1CCC(C1)C(CC#N)N2C=C(C=N2)C3=C4C=CNC4=NC=N3. Drug 2: C1=CC(=CC=C1CC(C(=O)O)N)N(CCCl)CCCl.Cl. (5) Drug 1: CC1=C(C(=CC=C1)Cl)NC(=O)C2=CN=C(S2)NC3=CC(=NC(=N3)C)N4CCN(CC4)CCO. Drug 2: C1C(C(OC1N2C=NC(=NC2=O)N)CO)O. Cell line: MOLT-4. Synergy scores: CSS=54.0, Synergy_ZIP=-1.54, Synergy_Bliss=-4.14, Synergy_Loewe=-7.00, Synergy_HSA=1.45. (6) Drug 1: CC1OCC2C(O1)C(C(C(O2)OC3C4COC(=O)C4C(C5=CC6=C(C=C35)OCO6)C7=CC(=C(C(=C7)OC)O)OC)O)O. Drug 2: CC1=C2C(C(=O)C3(C(CC4C(C3C(C(C2(C)C)(CC1OC(=O)C(C(C5=CC=CC=C5)NC(=O)OC(C)(C)C)O)O)OC(=O)C6=CC=CC=C6)(CO4)OC(=O)C)O)C)O. Cell line: KM12. Synergy scores: CSS=22.0, Synergy_ZIP=-10.7, Synergy_Bliss=-12.9, Synergy_Loewe=-10.7, Synergy_HSA=-9.15. (7) Drug 1: CC12CCC(CC1=CCC3C2CCC4(C3CC=C4C5=CN=CC=C5)C)O. Drug 2: COC1=CC(=CC(=C1O)OC)C2C3C(COC3=O)C(C4=CC5=C(C=C24)OCO5)OC6C(C(C7C(O6)COC(O7)C8=CC=CS8)O)O. Cell line: CCRF-CEM. Synergy scores: CSS=22.2, Synergy_ZIP=-7.18, Synergy_Bliss=-14.8, Synergy_Loewe=-32.8, Synergy_HSA=-13.4. (8) Drug 1: C1=CC=C(C(=C1)C(C2=CC=C(C=C2)Cl)C(Cl)Cl)Cl. Drug 2: CC1C(C(CC(O1)OC2CC(CC3=C2C(=C4C(=C3O)C(=O)C5=C(C4=O)C(=CC=C5)OC)O)(C(=O)CO)O)N)O.Cl. Cell line: HL-60(TB). Synergy scores: CSS=48.3, Synergy_ZIP=-8.26, Synergy_Bliss=-8.86, Synergy_Loewe=-19.3, Synergy_HSA=-4.62.